This data is from Peptide-MHC class II binding affinity with 134,281 pairs from IEDB. The task is: Regression. Given a peptide amino acid sequence and an MHC pseudo amino acid sequence, predict their binding affinity value. This is MHC class II binding data. (1) The peptide sequence is KYYLRLWAPELAKSQ. The MHC is DRB1_0701 with pseudo-sequence DRB1_0701. The binding affinity (normalized) is 0.722. (2) The peptide sequence is KTLEAAFTVSSKRNL. The MHC is HLA-DQA10501-DQB10201 with pseudo-sequence HLA-DQA10501-DQB10201. The binding affinity (normalized) is 0. (3) The peptide sequence is GELQIVDKIDAGFKI. The MHC is DRB3_0202 with pseudo-sequence DRB3_0202. The binding affinity (normalized) is 0.269. (4) The peptide sequence is MENRWQVMIVWQVDR. The MHC is HLA-DQA10501-DQB10301 with pseudo-sequence HLA-DQA10501-DQB10301. The binding affinity (normalized) is 0.184. (5) The peptide sequence is AAATAGTTPYGAFAA. The MHC is HLA-DPA10103-DPB10601 with pseudo-sequence HLA-DPA10103-DPB10601. The binding affinity (normalized) is 0.0893. (6) The peptide sequence is ARARRAAIAAAGASR. The MHC is DRB1_1501 with pseudo-sequence DRB1_1501. The binding affinity (normalized) is 0.156.